Dataset: Drug-target binding data from BindingDB using Ki measurements. Task: Regression. Given a target protein amino acid sequence and a drug SMILES string, predict the binding affinity score between them. We predict pKi (pKi = -log10(Ki in M); higher means stronger inhibition). Dataset: bindingdb_ki. The compound is CCC1OC(=O)C(C)C(OC2CC(C)(OC)C(O)C(C)O2)C(C)C(OC2OC(C)CC(N(C)C)C2O)C(C)(O)CC(C)C(=O)C(C)C(O)C1(C)O. The target protein (P27114) has sequence MVSRKAVAALLLVHVTAMLASQTEAFVPIFTYSELQRMQERERNRGHKKSLSVQQRSDAAAAPRPAEPTLEEENGRMQLTAPVEIGMRMNSRQLEKYRAALEAAERAVHPDAPSRPCWPAGGESGWSGEPSPT. The pKi is 6.7.